This data is from Full USPTO retrosynthesis dataset with 1.9M reactions from patents (1976-2016). The task is: Predict the reactants needed to synthesize the given product. Given the product [NH2:11][C:10]1[CH:12]=[CH:13][C:14]([O:16][C:17]2[CH:18]=[N:19][C:20]([S:23]([CH3:26])(=[O:25])=[O:24])=[CH:21][CH:22]=2)=[CH:15][C:9]=1[OH:8], predict the reactants needed to synthesize it. The reactants are: C([O:8][C:9]1[CH:15]=[C:14]([O:16][C:17]2[CH:18]=[N:19][C:20]([S:23]([CH3:26])(=[O:25])=[O:24])=[CH:21][CH:22]=2)[CH:13]=[CH:12][C:10]=1[NH2:11])C1C=CC=CC=1.